This data is from Catalyst prediction with 721,799 reactions and 888 catalyst types from USPTO. The task is: Predict which catalyst facilitates the given reaction. (1) Reactant: [CH2:1]([O:5][C:6]1[N:14]=[C:13]2[C:9]([N:10]=[C:11]([O:22]C)[N:12]2[CH2:15][CH:16]2[CH2:21][CH2:20][CH2:19][O:18][CH2:17]2)=[C:8]([NH2:24])[N:7]=1)[CH2:2][CH2:3][CH3:4].Cl.O.[OH-].[Na+]. Product: [NH2:24][C:8]1[N:7]=[C:6]([O:5][CH2:1][CH2:2][CH2:3][CH3:4])[N:14]=[C:13]2[C:9]=1[NH:10][C:11](=[O:22])[N:12]2[CH2:15][CH:16]1[CH2:21][CH2:20][CH2:19][O:18][CH2:17]1. The catalyst class is: 71. (2) Reactant: C(OC([N:6]1[CH2:11][CH2:10][CH:9]([C:12]2[C:20]3[C:15](=[CH:16][CH:17]=[CH:18][CH:19]=3)[N:14]([CH2:21][CH2:22][O:23][CH2:24][CH3:25])[CH:13]=2)[CH2:8][CH2:7]1)=O)C.[OH-].[K+]. Product: [CH2:24]([O:23][CH2:22][CH2:21][N:14]1[C:15]2[C:20](=[CH:19][CH:18]=[CH:17][CH:16]=2)[C:12]([CH:9]2[CH2:8][CH2:7][NH:6][CH2:11][CH2:10]2)=[CH:13]1)[CH3:25]. The catalyst class is: 32.